From a dataset of Forward reaction prediction with 1.9M reactions from USPTO patents (1976-2016). Predict the product of the given reaction. Given the reactants [C:1]([N:8]1[CH2:13][CH2:12][CH:11]([C:14]([OH:16])=O)[CH:10]([CH3:17])[CH2:9]1)([O:3][C:4]([CH3:7])([CH3:6])[CH3:5])=[O:2].Cl.[CH3:19][NH:20][O:21][CH3:22].CN1CCOCC1.Cl.C(N=C=NCCCN(C)C)C, predict the reaction product. The product is: [C:4]([O:3][C:1]([N:8]1[CH2:13][CH2:12][CH:11]([C:14](=[O:16])[N:20]([CH3:19])[O:21][CH3:22])[CH:10]([CH3:17])[CH2:9]1)=[O:2])([CH3:5])([CH3:6])[CH3:7].